This data is from Full USPTO retrosynthesis dataset with 1.9M reactions from patents (1976-2016). The task is: Predict the reactants needed to synthesize the given product. (1) Given the product [F:29][C:26]([F:27])([F:28])[C:24]1[CH:23]=[C:22]([C:30]2[CH:35]=[CH:34][C:33]([C:36]([F:39])([F:38])[F:37])=[CH:32][CH:31]=2)[N:21]=[C:20]([N:18]2[CH:19]=[C:15]([C:12]3[CH:13]=[CH:14][C:9]([S:6]([NH2:5])(=[O:8])=[O:7])=[CH:10][CH:11]=3)[N:16]=[CH:17]2)[N:25]=1, predict the reactants needed to synthesize it. The reactants are: C([NH:5][S:6]([C:9]1[CH:14]=[CH:13][C:12]([C:15]2[N:16]=[CH:17][N:18]([C:20]3[N:25]=[C:24]([C:26]([F:29])([F:28])[F:27])[CH:23]=[C:22]([C:30]4[CH:35]=[CH:34][C:33]([C:36]([F:39])([F:38])[F:37])=[CH:32][CH:31]=4)[N:21]=3)[CH:19]=2)=[CH:11][CH:10]=1)(=[O:8])=[O:7])(C)(C)C.C(O)(C(F)(F)F)=O. (2) Given the product [C:52]([C:47]1[CH:48]=[C:49]2[C:44](=[CH:45][CH:46]=1)[C:43](=[O:56])[N:42]([C:38]1[CH:39]=[CH:40][CH:41]=[C:34]([C:6]3[CH:5]=[C:4]([NH:17][C:18]4[CH:23]=[CH:22][C:21]([C:24]([N:26]5[CH2:27][CH2:28][O:29][CH2:30][CH2:31]5)=[O:25])=[CH:20][N:19]=4)[C:3](=[O:32])[N:2]([CH3:1])[CH:7]=3)[C:35]=1[CH:36]=[O:37])[N:51]=[CH:50]2)([CH3:55])([CH3:53])[CH3:54], predict the reactants needed to synthesize it. The reactants are: [CH3:1][N:2]1[CH:7]=[C:6](B2OC(C)(C)C(C)(C)O2)[CH:5]=[C:4]([NH:17][C:18]2[CH:23]=[CH:22][C:21]([C:24]([N:26]3[CH2:31][CH2:30][O:29][CH2:28][CH2:27]3)=[O:25])=[CH:20][N:19]=2)[C:3]1=[O:32].Br[C:34]1[CH:41]=[CH:40][CH:39]=[C:38]([N:42]2[N:51]=[CH:50][C:49]3[C:44](=[CH:45][CH:46]=[C:47]([C:52]([CH3:55])([CH3:54])[CH3:53])[CH:48]=3)[C:43]2=[O:56])[C:35]=1[CH:36]=[O:37].O1CCOCC1.C(=O)([O-])[O-].[Cs+].[Cs+].